Predict the product of the given reaction. From a dataset of Forward reaction prediction with 1.9M reactions from USPTO patents (1976-2016). (1) Given the reactants [F:1][C:2]1[CH:7]=[CH:6][C:5]([N:8]2[C:12]([C:13]3[CH:23]=[CH:22][C:16]4[O:17][CH2:18][C:19](=[O:21])[NH:20][C:15]=4[CH:14]=3)=[CH:11][C:10]([C:24]([O:26]CC)=[O:25])=[N:9]2)=[CH:4][CH:3]=1.[OH-].[Na+].Cl, predict the reaction product. The product is: [F:1][C:2]1[CH:7]=[CH:6][C:5]([N:8]2[C:12]([C:13]3[CH:23]=[CH:22][C:16]4[O:17][CH2:18][C:19](=[O:21])[NH:20][C:15]=4[CH:14]=3)=[CH:11][C:10]([C:24]([OH:26])=[O:25])=[N:9]2)=[CH:4][CH:3]=1. (2) Given the reactants [OH-:1].[Na+].[I:3][C:4]1[C:11]([I:12])=[CH:10][C:9]([I:13])=[CH:8][C:5]=1[CH2:6]Br.O, predict the reaction product. The product is: [I:3][C:4]1[C:11]([I:12])=[CH:10][C:9]([I:13])=[CH:8][C:5]=1[CH2:6][O:1][CH2:6][C:5]1[CH:8]=[C:9]([I:13])[CH:10]=[C:11]([I:12])[C:4]=1[I:3]. (3) Given the reactants [C:1]([O:5][C:6](=[O:22])[CH:7](C(C)(C)C)[N:8]1[C:12]2=[N:13][CH:14]=[CH:15][CH:16]=[C:11]2[C:10](I)=[N:9]1)([CH3:4])([CH3:3])[CH3:2].C(Cl)Cl.[CH3:26][N:27](C=O)C, predict the reaction product. The product is: [C:1]([O:5][C:6](=[O:22])[CH2:7][N:8]1[C:12]2=[N:13][CH:14]=[CH:15][CH:16]=[C:11]2[C:10]([C:26]#[N:27])=[N:9]1)([CH3:2])([CH3:3])[CH3:4]. (4) Given the reactants [S:1]1[C:5]([CH2:6][O:7][C:8]([NH:10][C@H:11]([CH2:33][C:34]2[CH:39]=[CH:38][CH:37]=[CH:36][CH:35]=2)[CH2:12][NH:13][CH2:14][C@@H:15]([NH:23][C:24]([O:26][CH2:27][C:28]2[S:32][CH:31]=[N:30][CH:29]=2)=[O:25])[CH2:16][C:17]2[CH:22]=[CH:21][CH:20]=[CH:19][CH:18]=2)=[O:9])=[CH:4][N:3]=[CH:2]1.[CH3:40][C:41]([CH3:45])([CH3:44])[CH:42]=O.C(O)(=O)C.C(O[BH-](OC(=O)C)OC(=O)C)(=O)C.[Na+].C([O-])(O)=O.[Na+], predict the reaction product. The product is: [CH3:40][C:41]([CH3:45])([CH3:44])[CH2:42][N:13]([CH2:14][C@H:15]([NH:23][C:24]([O:26][CH2:27][C:28]1[S:32][CH:31]=[N:30][CH:29]=1)=[O:25])[CH2:16][C:17]1[CH:18]=[CH:19][CH:20]=[CH:21][CH:22]=1)[CH2:12][C@@H:11]([NH:10][C:8]([O:7][CH2:6][C:5]1[S:1][CH:2]=[N:3][CH:4]=1)=[O:9])[CH2:33][C:34]1[CH:39]=[CH:38][CH:37]=[CH:36][CH:35]=1.